Predict which catalyst facilitates the given reaction. From a dataset of Catalyst prediction with 721,799 reactions and 888 catalyst types from USPTO. Reactant: [CH3:1][O:2][C:3]1[C:12]([C:13]([OH:15])=[O:14])=[C:11]([O:16][CH3:17])[C:10]([O:18][CH3:19])=[C:9]2[C:4]=1[CH:5]1[CH2:20][CH:8]2[CH:7]=[CH:6]1.O[N:22]1[C:26](=[O:27])[CH2:25][CH2:24][C:23]1=[O:28].Cl.CN(C)CCCN=C=NCC. Product: [O:28]=[C:23]1[CH2:24][CH2:25][C:26](=[O:27])[N:22]1[O:14][C:13]([C:12]1[C:3]([O:2][CH3:1])=[C:4]2[C:9](=[C:10]([O:18][CH3:19])[C:11]=1[O:16][CH3:17])[CH:8]1[CH2:20][CH:5]2[CH:6]=[CH:7]1)=[O:15]. The catalyst class is: 4.